Dataset: Full USPTO retrosynthesis dataset with 1.9M reactions from patents (1976-2016). Task: Predict the reactants needed to synthesize the given product. (1) Given the product [F:24][C:25]1[CH:32]=[CH:31][C:18]([CH2:17][N:14]2[CH2:15][CH2:16][N:11]([C:9](=[O:10])[C:8]#[C:7][C:4]3[CH:5]=[CH:6][C:1]([CH3:23])=[CH:2][CH:3]=3)[CH2:12][CH2:13]2)=[CH:27][CH:26]=1, predict the reactants needed to synthesize it. The reactants are: [C:1]1([CH3:23])[CH:6]=[CH:5][C:4]([C:7]#[C:8][C:9]([N:11]2[CH2:16][CH2:15][N:14]([C:17](=O)[C:18](F)(F)F)[CH2:13][CH2:12]2)=[O:10])=[CH:3][CH:2]=1.[F:24][C:25]1[CH:32]=[CH:31]C(CBr)=[CH:27][CH:26]=1. (2) The reactants are: [NH:1]1[C:9]2[C:4](=[CH:5][C:6]([O:10][C:11]3[C:20]4[C:15](=[CH:16][C:17]([O:23][CH2:24][C@H:25]5[CH2:27][O:26]5)=[C:18]([O:21][CH3:22])[CH:19]=4)[N:14]=[CH:13][N:12]=3)=[CH:7][CH:8]=2)[CH:3]=[CH:2]1.[CH3:28][NH:29][CH3:30]. Given the product [OH:26][C@H:25]([CH2:27][N:29]([CH3:30])[CH3:28])[CH2:24][O:23][C:17]1[CH:16]=[C:15]2[C:20]([C:11]([O:10][C:6]3[CH:5]=[C:4]4[C:9](=[CH:8][CH:7]=3)[NH:1][CH:2]=[CH:3]4)=[N:12][CH:13]=[N:14]2)=[CH:19][C:18]=1[O:21][CH3:22], predict the reactants needed to synthesize it.